This data is from Forward reaction prediction with 1.9M reactions from USPTO patents (1976-2016). The task is: Predict the product of the given reaction. (1) Given the reactants [C:1]([C:3]1[CH:21]=[CH:20][C:6]([CH2:7][N:8]2[CH2:13][CH2:12][N:11]([S:14]([CH:17]=[CH2:18])(=[O:16])=[O:15])[CH2:10][C:9]2=[O:19])=[CH:5][CH:4]=1)#[N:2].[Cl:22][C:23]1[CH:24]=[C:25]([OH:31])[C:26](=[CH:29][CH:30]=1)[CH:27]=O.CC(C)([O-])C.[K+], predict the reaction product. The product is: [Cl:22][C:23]1[CH:30]=[CH:29][C:26]2[CH:27]=[C:17]([S:14]([N:11]3[CH2:12][CH2:13][N:8]([CH2:7][C:6]4[CH:20]=[CH:21][C:3]([C:1]#[N:2])=[CH:4][CH:5]=4)[C:9](=[O:19])[CH2:10]3)(=[O:16])=[O:15])[CH2:18][O:31][C:25]=2[CH:24]=1. (2) Given the reactants [CH2:1]([N:8]1[CH2:13][CH:12]2[C:10]([C:14]([OH:16])=[O:15])([CH2:11]2)[CH2:9]1)[C:2]1[CH:7]=[CH:6][CH:5]=[CH:4][CH:3]=1.OS(O)(=O)=O.N.[CH2:23](O)[CH3:24], predict the reaction product. The product is: [CH2:23]([O:15][C:14]([C:10]12[CH2:11][CH:12]1[CH2:13][N:8]([CH2:1][C:2]1[CH:3]=[CH:4][CH:5]=[CH:6][CH:7]=1)[CH2:9]2)=[O:16])[CH3:24]. (3) Given the reactants [O:1]1[CH2:6][CH2:5][O:4][C:3]2[CH:7]=[C:8]([N:11]3[C:20]4[C:15](=[CH:16][CH:17]=[CH:18][CH:19]=4)[N:14]=[C:13]([C:21]([O:23]CC)=[O:22])[C:12]3=[O:26])[CH:9]=[CH:10][C:2]1=2.[OH-].[Na+].Cl, predict the reaction product. The product is: [O:1]1[CH2:6][CH2:5][O:4][C:3]2[CH:7]=[C:8]([N:11]3[C:20]4[C:15](=[CH:16][CH:17]=[CH:18][CH:19]=4)[N:14]=[C:13]([C:21]([OH:23])=[O:22])[C:12]3=[O:26])[CH:9]=[CH:10][C:2]1=2. (4) Given the reactants C(N(CC)CC)C.[CH3:8][O:9][CH2:10]Cl.O1CCCC1.[F:17][C:18]1[CH:26]=[CH:25][C:21]([C:22]([OH:24])=O)=[CH:20][C:19]=1[OH:27], predict the reaction product. The product is: [F:17][C:18]1[CH:26]=[CH:25][C:21]([CH2:22][OH:24])=[CH:20][C:19]=1[O:27][CH2:8][O:9][CH3:10]. (5) Given the reactants Cl.[O:2]1[C:6]2([CH2:10][CH2:9][NH:8][CH2:7]2)[CH2:5][CH2:4][CH2:3]1.[CH3:11][O:12][C:13]1[CH:18]=[CH:17][C:16]([C:19]2[O:23][C:22]([C:24]([N:26]3[CH2:29][CH:28]([O:30][C:31]4[CH:38]=[CH:37][C:34]([CH:35]=O)=[CH:33][CH:32]=4)[CH2:27]3)=[O:25])=[N:21][N:20]=2)=[CH:15][CH:14]=1.[Na].C([O-])(O)=O.[Na+], predict the reaction product. The product is: [O:2]1[C:6]2([CH2:10][CH2:9][N:8]([CH2:35][C:34]3[CH:33]=[CH:32][C:31]([O:30][CH:28]4[CH2:29][N:26]([C:24]([C:22]5[O:23][C:19]([C:16]6[CH:17]=[CH:18][C:13]([O:12][CH3:11])=[CH:14][CH:15]=6)=[N:20][N:21]=5)=[O:25])[CH2:27]4)=[CH:38][CH:37]=3)[CH2:7]2)[CH2:5][CH2:4][CH2:3]1. (6) Given the reactants C[SiH](C)C1C=CC=CC=1[SiH](C)C.[CH3:13][N:14]([CH3:24])[C:15](=O)[C:16]1[CH:21]=[CH:20][C:19]([Br:22])=[CH:18][CH:17]=1, predict the reaction product. The product is: [CH3:24][N:14]([CH2:15][C:16]1[CH:17]=[CH:18][C:19]([Br:22])=[CH:20][CH:21]=1)[CH3:13]. (7) Given the reactants [C:1]1([C:10]2[CH:15]=[CH:14][CH:13]=[CH:12][CH:11]=2)[CH:6]=[CH:5][C:4]([C:7]([NH2:9])=O)=[CH:3][CH:2]=1.[CH:16]([NH2:18])=[O:17], predict the reaction product. The product is: [CH:16]([N:18]=[C:7]([C:4]1[CH:5]=[CH:6][C:1]([C:10]2[CH:11]=[CH:12][CH:13]=[CH:14][CH:15]=2)=[CH:2][CH:3]=1)[NH2:9])=[O:17]. (8) Given the reactants Br[C:2]1[CH:3]=[C:4]([CH:7]=[CH:8][C:9]=1[O:10][CH3:11])[CH:5]=[O:6].[CH3:12][O:13][C:14]1[CH:19]=[CH:18][CH:17]=[C:16]([O:20][CH3:21])[C:15]=1B(O)O.C(=O)([O-])[O-].[Na+].[Na+].Cl, predict the reaction product. The product is: [CH3:11][O:10][C:9]1[CH:8]=[CH:7][C:4]([CH:5]=[O:6])=[CH:3][C:2]=1[C:15]1[C:14]([O:13][CH3:12])=[CH:19][CH:18]=[CH:17][C:16]=1[O:20][CH3:21]. (9) Given the reactants [Cl:1][C:2]1[N:11]=[CH:10][CH:9]=[C:8]2[C:3]=1[CH:4]=[C:5]([C:27]1[CH:32]=[CH:31][CH:30]=[CH:29][CH:28]=1)[C:6]([C:12]1[CH:26]=[CH:25][C:15]([CH2:16][NH:17]C(=O)OC(C)(C)C)=[CH:14][CH:13]=1)=[N:7]2.[OH2:33], predict the reaction product. The product is: [Cl-:1].[CH2:6]([NH:7][C:8]([C:2]1[N:11]=[CH:10][CH:9]=[C:8]2[C:3]=1[CH:4]=[C:5]([C:27]1[CH:28]=[CH:29][CH:30]=[CH:31][CH:32]=1)[C:6]([C:12]1[CH:26]=[CH:25][C:15]([CH2:16][NH3+:17])=[CH:14][CH:13]=1)=[N:7]2)=[O:33])[C:12]1[CH:26]=[CH:25][CH:15]=[CH:14][CH:13]=1. (10) Given the reactants C([O:3][C:4]([C:6]1([S:19]([C:22]2[CH:27]=[CH:26][C:25]([O:28][CH2:29][C:30]#[C:31][CH3:32])=[CH:24][CH:23]=2)(=[O:21])=[O:20])[CH2:11][CH2:10][N:9]([CH2:12][C:13]2[CH:18]=[CH:17][CH:16]=[CH:15][CH:14]=2)[CH2:8][CH2:7]1)=[O:5])C, predict the reaction product. The product is: [CH2:12]([N:9]1[CH2:10][CH2:11][C:6]([S:19]([C:22]2[CH:27]=[CH:26][C:25]([O:28][CH2:29][C:30]#[C:31][CH3:32])=[CH:24][CH:23]=2)(=[O:21])=[O:20])([C:4]([OH:5])=[O:3])[CH2:7][CH2:8]1)[C:13]1[CH:14]=[CH:15][CH:16]=[CH:17][CH:18]=1.